This data is from Reaction yield outcomes from USPTO patents with 853,638 reactions. The task is: Predict the reaction yield, written as a fraction of the theoretical maximum amount of product (1.0 means a 100% yield; for example, 0.34 means a 34% yield). (1) The reactants are [CH3:1][N:2]1[CH2:7][CH2:6][CH:5]([SH:8])[CH2:4][CH2:3]1.CN(C)C=O.[H-].[Na+].[F:16][C:17]1[CH:22]=[C:21]([N+:23]([O-:25])=[O:24])[CH:20]=[C:19](F)[CH:18]=1. The catalyst is O. The product is [F:16][C:17]1[CH:18]=[C:19]([S:8][CH:5]2[CH2:6][CH2:7][N:2]([CH3:1])[CH2:3][CH2:4]2)[CH:20]=[C:21]([N+:23]([O-:25])=[O:24])[CH:22]=1. The yield is 0.110. (2) The reactants are [F:1][C:2]1[CH:3]=[CH:4][C:5]2[NH:10]C(=O)[O:8][C:7](=O)[C:6]=2[CH:13]=1.[CH3:14][NH2:15]. The catalyst is O1CCCC1. The product is [NH2:10][C:5]1[CH:4]=[CH:3][C:2]([F:1])=[CH:13][C:6]=1[C:7]([NH:15][CH3:14])=[O:8]. The yield is 0.650. (3) The reactants are [CH2:1]([O:5][C:6]1[N:14]=[C:13]2[C:9]([N:10]=[C:11]([O:23][CH3:24])[N:12]2[CH2:15][C:16]2[CH:21]=[CH:20][C:19]([OH:22])=[CH:18][CH:17]=2)=[C:8]([NH2:25])[N:7]=1)[CH2:2][CH2:3][CH3:4].[Br:26][CH2:27][CH2:28][CH2:29]Br.C(=O)([O-])[O-].[K+].[K+]. The catalyst is CN(C=O)C. The product is [Br:26][CH2:27][CH2:28][CH2:29][O:22][C:19]1[CH:20]=[CH:21][C:16]([CH2:15][N:12]2[C:11]([O:23][CH3:24])=[N:10][C:9]3[C:13]2=[N:14][C:6]([O:5][CH2:1][CH2:2][CH2:3][CH3:4])=[N:7][C:8]=3[NH2:25])=[CH:17][CH:18]=1. The yield is 0.240. (4) The reactants are Cl.[CH3:2][CH:3]([CH2:7][CH2:8][N:9]1[CH2:13][CH2:12][CH2:11][CH2:10]1)[C:4]([OH:6])=O.C(Cl)(=O)C(Cl)=O.C(OC([N:27]1[C:31]([NH2:32])=[CH:30][C:29]([C:33]2[CH:34]=[N:35][C:36]3[C:41]([CH:42]=2)=[CH:40][CH:39]=[CH:38][CH:37]=3)=[N:28]1)=O)(C)(C)C.FC(F)(F)C(O)=O. The catalyst is CC#N.CN(C=O)C. The product is [CH3:2][CH:3]([CH2:7][CH2:8][N:9]1[CH2:13][CH2:12][CH2:11][CH2:10]1)[C:4]([NH:32][C:31]1[NH:27][N:28]=[C:29]([C:33]2[CH:34]=[N:35][C:36]3[C:41]([CH:42]=2)=[CH:40][CH:39]=[CH:38][CH:37]=3)[CH:30]=1)=[O:6]. The yield is 0.480. (5) The reactants are [N:1]1([C:7](=[S:9])[NH2:8])[CH2:6][CH2:5][NH:4][CH2:3][CH2:2]1.Br[CH2:11][C:12](=O)[CH2:13][C:14]([F:17])([F:16])[F:15]. No catalyst specified. The product is [F:15][C:14]([F:17])([F:16])[CH2:13][C:12]1[N:8]=[C:7]([N:1]2[CH2:6][CH2:5][NH:4][CH2:3][CH2:2]2)[S:9][CH:11]=1. The yield is 0.240. (6) The reactants are [F:1][CH:2](S(C1C=CC=CC=1)(=O)=O)[C:3]1([N:14]2[CH:18]=[C:17]([C:19]3[C:20]4[CH:27]=[CH:26][N:25]([CH2:28][O:29][CH2:30][CH2:31][Si:32]([CH3:35])([CH3:34])[CH3:33])[C:21]=4[N:22]=[CH:23][N:24]=3)[CH:16]=[N:15]2)[CH2:6][N:5]([C:7]([O:9][C:10]([CH3:13])([CH3:12])[CH3:11])=[O:8])[CH2:4]1.P([O-])([O-])(O)=O.[Na+].[Na+].CO. The catalyst is CCOC(C)=O.[Na].[Hg]. The product is [F:1][CH2:2][C:3]1([N:14]2[CH:18]=[C:17]([C:19]3[C:20]4[CH:27]=[CH:26][N:25]([CH2:28][O:29][CH2:30][CH2:31][Si:32]([CH3:35])([CH3:33])[CH3:34])[C:21]=4[N:22]=[CH:23][N:24]=3)[CH:16]=[N:15]2)[CH2:4][N:5]([C:7]([O:9][C:10]([CH3:11])([CH3:13])[CH3:12])=[O:8])[CH2:6]1. The yield is 0.492. (7) The reactants are [F:1][C:2]([F:16])([F:15])[C:3](=[O:14])[CH2:4][CH2:5][CH2:6][CH2:7][CH2:8][CH2:9][C:10]([O:12]C)=[O:11].[Li+].[OH-]. The catalyst is C1COCC1. The product is [F:1][C:2]([F:15])([F:16])[C:3](=[O:14])[CH2:4][CH2:5][CH2:6][CH2:7][CH2:8][CH2:9][C:10]([OH:12])=[O:11]. The yield is 0.980. (8) The reactants are [NH2:1][C:2]1[S:6][C:5]2[CH:7]=[CH:8][CH:9]=[CH:10][C:4]=2[C:3]=1[C:11]([C:13]1[CH:18]=[CH:17][CH:16]=[CH:15][CH:14]=1)=O.[F:19][C:20]([F:28])([F:27])[C:21](=[O:26])[CH2:22][C:23](=O)[CH3:24]. The catalyst is C(O)(=O)C.S(=O)(=O)(O)O. The product is [F:19][C:20]([F:28])([F:27])[C:21]([C:22]1[C:11]([C:13]2[CH:18]=[CH:17][CH:16]=[CH:15][CH:14]=2)=[C:3]2[C:4]3[CH:10]=[CH:9][CH:8]=[CH:7][C:5]=3[S:6][C:2]2=[N:1][C:23]=1[CH3:24])=[O:26]. The yield is 0.170. (9) The reactants are C(N(C(C)C)CC)(C)C.Cl.[CH3:11][NH:12][CH2:13][C:14]1[CH:22]=[CH:21][CH:20]=[C:19]2[C:15]=1[CH2:16][N:17]([CH:24]1[CH2:29][CH2:28][C:27](=[O:30])[NH:26][C:25]1=[O:31])[C:18]2=[O:23].[CH:32]1[C:41]2[C:36](=[CH:37][CH:38]=[CH:39][CH:40]=2)[CH:35]=[CH:34][C:33]=1[N:42]=[C:43]=[O:44]. The catalyst is C(Cl)Cl. The product is [O:31]=[C:25]1[CH:24]([N:17]2[CH2:16][C:15]3[C:19](=[CH:20][CH:21]=[CH:22][C:14]=3[CH2:13][N:12]([CH3:11])[C:43]([NH:42][C:33]3[CH:34]=[CH:35][C:36]4[C:41](=[CH:40][CH:39]=[CH:38][CH:37]=4)[CH:32]=3)=[O:44])[C:18]2=[O:23])[CH2:29][CH2:28][C:27](=[O:30])[NH:26]1. The yield is 0.810. (10) The reactants are Cl[N:2]1[C:7]([C:8]2[CH:13]=[CH:12][CH:11]=[CH:10][CH:9]=2)=[CH:6][C:5]([C:14]2[CH:19]=[CH:18][CH:17]=[CH:16][CH:15]=2)=[N:4][CH:3]1[C:20]1[CH:21]=[C:22]([C:32]2[CH:37]=[CH:36][CH:35]=[C:34](Cl)[CH:33]=2)[CH:23]=[C:24]([C:26]2[CH:31]=[CH:30][CH:29]=[CH:28][CH:27]=2)[CH:25]=1.[O:39]1[C:43]2[CH:44]=[CH:45][CH:46]=[CH:47][C:42]=2[CH:41]=[C:40]1B(O)O.[C:51](=[O:54])([O-])[O-].[Cs+].[Cs+].C1(P(C2CCCCC2)[C:64]2[CH:69]=[CH:68]C=C[C:65]=2[C:70]2C(C(C)C)=CC(C(C)C)=[CH:72][C:71]=2C(C)C)CCCCC1. The catalyst is O1CCOCC1.C([O-])(=O)C.[Pd+2].C([O-])(=O)C. The product is [O:39]1[C:43]2[CH:44]=[CH:45][CH:46]=[CH:47][C:42]=2[CH:41]=[C:40]1[C:34]1[CH:33]=[C:32]([C:22]2[CH:21]=[C:20]([C:3]3[N:4]=[C:5]([C:14]4[CH:19]=[CH:18][CH:17]=[CH:16][CH:15]=4)[CH:6]=[C:7]([C:8]4[CH:13]=[CH:12][CH:11]=[CH:10][CH:9]=4)[N:2]=3)[CH:25]=[C:24]([C:26]3[CH:31]=[CH:30][CH:29]=[C:28]([C:68]4[O:54][C:51]5[CH:72]=[CH:71][CH:70]=[CH:65][C:64]=5[CH:69]=4)[CH:27]=3)[CH:23]=2)[CH:37]=[CH:36][CH:35]=1. The yield is 0.250.